This data is from Buchwald-Hartwig C-N cross coupling reaction yields with 55,370 reactions. The task is: Predict the reaction yield, written as a fraction of the theoretical maximum amount of product (1.0 means a 100% yield; for example, 0.34 means a 34% yield). (1) The reactants are FC(F)(F)c1ccc(I)cc1.Cc1ccc(N)cc1.O=S(=O)(O[Pd]1c2ccccc2-c2ccccc2N~1)C(F)(F)F.CC(C)c1cc(C(C)C)c(-c2ccccc2P(C(C)(C)C)C(C)(C)C)c(C(C)C)c1.CN1CCCN2CCCN=C12.Fc1cccc(F)c1-c1ccno1. No catalyst specified. The product is Cc1ccc(Nc2ccc(C(F)(F)F)cc2)cc1. The yield is 0.462. (2) The reactants are Clc1ccccn1.Cc1ccc(N)cc1.O=S(=O)(O[Pd]1c2ccccc2-c2ccccc2N~1)C(F)(F)F.COc1ccc(OC)c(P([C@]23C[C@H]4C[C@H](C[C@H](C4)C2)C3)[C@]23C[C@H]4C[C@H](C[C@H](C4)C2)C3)c1-c1c(C(C)C)cc(C(C)C)cc1C(C)C.CN1CCCN2CCCN=C12.c1ccc(-c2cnoc2)cc1. No catalyst specified. The product is Cc1ccc(Nc2ccccn2)cc1. The yield is 0.445. (3) The reactants are Clc1ccccn1.Cc1ccc(N)cc1.O=S(=O)(O[Pd]1c2ccccc2-c2ccccc2N~1)C(F)(F)F.CC(C)c1cc(C(C)C)c(-c2ccccc2P(C(C)(C)C)C(C)(C)C)c(C(C)C)c1.CN(C)C(=NC(C)(C)C)N(C)C.Cc1cc(-n2cccc2)no1. No catalyst specified. The product is Cc1ccc(Nc2ccccn2)cc1. The yield is 0.646. (4) The reactants are FC(F)(F)c1ccc(Cl)cc1.Cc1ccc(N)cc1.O=S(=O)(O[Pd]1c2ccccc2-c2ccccc2N~1)C(F)(F)F.CC(C)c1cc(C(C)C)c(-c2ccccc2P(C2CCCCC2)C2CCCCC2)c(C(C)C)c1.CN(C)C(=NC(C)(C)C)N(C)C.CCOC(=O)c1cc(C)on1. No catalyst specified. The product is Cc1ccc(Nc2ccc(C(F)(F)F)cc2)cc1. The yield is 0.204. (5) The reactants are Clc1ccccn1.Cc1ccc(N)cc1.O=S(=O)(O[Pd]1c2ccccc2-c2ccccc2N~1)C(F)(F)F.CC(C)c1cc(C(C)C)c(-c2ccccc2P(C2CCCCC2)C2CCCCC2)c(C(C)C)c1.CN1CCCN2CCCN=C12.CCOC(=O)c1cc(C)no1. No catalyst specified. The product is Cc1ccc(Nc2ccccn2)cc1. The yield is 0.339. (6) The reactants are Brc1cccnc1.Cc1ccc(N)cc1.O=S(=O)(O[Pd]1c2ccccc2-c2ccccc2N~1)C(F)(F)F.CC(C)c1cc(C(C)C)c(-c2ccccc2P(C(C)(C)C)C(C)(C)C)c(C(C)C)c1.CN1CCCN2CCCN=C12.c1ccc2oncc2c1. No catalyst specified. The product is Cc1ccc(Nc2cccnc2)cc1. The yield is 0.762.